From a dataset of NCI-60 drug combinations with 297,098 pairs across 59 cell lines. Regression. Given two drug SMILES strings and cell line genomic features, predict the synergy score measuring deviation from expected non-interaction effect. (1) Drug 1: COC1=C(C=C2C(=C1)N=CN=C2NC3=CC(=C(C=C3)F)Cl)OCCCN4CCOCC4. Drug 2: CC1CCC2CC(C(=CC=CC=CC(CC(C(=O)C(C(C(=CC(C(=O)CC(OC(=O)C3CCCCN3C(=O)C(=O)C1(O2)O)C(C)CC4CCC(C(C4)OC)O)C)C)O)OC)C)C)C)OC. Cell line: SK-MEL-2. Synergy scores: CSS=36.9, Synergy_ZIP=-0.157, Synergy_Bliss=0.890, Synergy_Loewe=5.33, Synergy_HSA=6.41. (2) Drug 1: C1=NC(=NC(=O)N1C2C(C(C(O2)CO)O)O)N. Synergy scores: CSS=80.5, Synergy_ZIP=1.38, Synergy_Bliss=1.87, Synergy_Loewe=2.23, Synergy_HSA=3.25. Cell line: K-562. Drug 2: CC1C(C(CC(O1)OC2CC(OC(C2O)C)OC3=CC4=CC5=C(C(=O)C(C(C5)C(C(=O)C(C(C)O)O)OC)OC6CC(C(C(O6)C)O)OC7CC(C(C(O7)C)O)OC8CC(C(C(O8)C)O)(C)O)C(=C4C(=C3C)O)O)O)O. (3) Cell line: MDA-MB-231. Drug 1: C1CCC(C1)C(CC#N)N2C=C(C=N2)C3=C4C=CNC4=NC=N3. Synergy scores: CSS=4.34, Synergy_ZIP=-2.12, Synergy_Bliss=-1.28, Synergy_Loewe=-0.143, Synergy_HSA=-0.853. Drug 2: CCCS(=O)(=O)NC1=C(C(=C(C=C1)F)C(=O)C2=CNC3=C2C=C(C=N3)C4=CC=C(C=C4)Cl)F. (4) Drug 1: CS(=O)(=O)C1=CC(=C(C=C1)C(=O)NC2=CC(=C(C=C2)Cl)C3=CC=CC=N3)Cl. Drug 2: CC12CCC3C(C1CCC2O)C(CC4=C3C=CC(=C4)O)CCCCCCCCCS(=O)CCCC(C(F)(F)F)(F)F. Cell line: OVCAR-4. Synergy scores: CSS=10.4, Synergy_ZIP=3.19, Synergy_Bliss=5.57, Synergy_Loewe=4.29, Synergy_HSA=4.85.